From a dataset of Peptide-MHC class I binding affinity with 185,985 pairs from IEDB/IMGT. Regression. Given a peptide amino acid sequence and an MHC pseudo amino acid sequence, predict their binding affinity value. This is MHC class I binding data. (1) The peptide sequence is RRFFPYYVY. The MHC is HLA-B40:01 with pseudo-sequence HLA-B40:01. The binding affinity (normalized) is 0.0847. (2) The binding affinity (normalized) is 0.907. The MHC is HLA-A02:01 with pseudo-sequence HLA-A02:01. The peptide sequence is FLGMESCGI. (3) The peptide sequence is IEELREHLL. The MHC is HLA-A01:01 with pseudo-sequence HLA-A01:01. The binding affinity (normalized) is 0. (4) The peptide sequence is NFWLNTLLF. The MHC is HLA-B07:02 with pseudo-sequence HLA-B07:02. The binding affinity (normalized) is 0.0847. (5) The MHC is HLA-B46:01 with pseudo-sequence HLA-B46:01. The binding affinity (normalized) is 0.0847. The peptide sequence is VTDTALAYF. (6) The peptide sequence is MTHFFSVLI. The MHC is Patr-B0101 with pseudo-sequence Patr-B0101. The binding affinity (normalized) is 1.00. (7) The peptide sequence is PPFTQHLLNI. The MHC is HLA-B51:01 with pseudo-sequence HLA-B51:01. The binding affinity (normalized) is 0.128. (8) The MHC is HLA-A02:03 with pseudo-sequence HLA-A02:03. The peptide sequence is LYNTIATLY. The binding affinity (normalized) is 0.309.